From a dataset of Peptide-MHC class II binding affinity with 134,281 pairs from IEDB. Regression. Given a peptide amino acid sequence and an MHC pseudo amino acid sequence, predict their binding affinity value. This is MHC class II binding data. The peptide sequence is NKELRLMYVNCVKKN. The MHC is DRB1_0401 with pseudo-sequence DRB1_0401. The binding affinity (normalized) is 0.778.